Dataset: NCI-60 drug combinations with 297,098 pairs across 59 cell lines. Task: Regression. Given two drug SMILES strings and cell line genomic features, predict the synergy score measuring deviation from expected non-interaction effect. (1) Drug 1: C1CC(C1)(C(=O)O)C(=O)O.[NH2-].[NH2-].[Pt+2]. Drug 2: C1CN1C2=NC(=NC(=N2)N3CC3)N4CC4. Cell line: UACC-257. Synergy scores: CSS=14.7, Synergy_ZIP=-4.21, Synergy_Bliss=-1.02, Synergy_Loewe=-10.2, Synergy_HSA=-0.00122. (2) Drug 1: CC1C(C(CC(O1)OC2CC(CC3=C2C(=C4C(=C3O)C(=O)C5=C(C4=O)C(=CC=C5)OC)O)(C(=O)C)O)N)O.Cl. Drug 2: C(CN)CNCCSP(=O)(O)O. Cell line: HCT-15. Synergy scores: CSS=14.2, Synergy_ZIP=3.31, Synergy_Bliss=5.98, Synergy_Loewe=-6.25, Synergy_HSA=5.28. (3) Drug 1: CN(C)C1=NC(=NC(=N1)N(C)C)N(C)C. Drug 2: CN(CCCl)CCCl.Cl. Cell line: HOP-62. Synergy scores: CSS=-0.139, Synergy_ZIP=-0.944, Synergy_Bliss=-0.745, Synergy_Loewe=-12.2, Synergy_HSA=-5.90. (4) Drug 1: CCCCC(=O)OCC(=O)C1(CC(C2=C(C1)C(=C3C(=C2O)C(=O)C4=C(C3=O)C=CC=C4OC)O)OC5CC(C(C(O5)C)O)NC(=O)C(F)(F)F)O. Synergy scores: CSS=41.7, Synergy_ZIP=4.46, Synergy_Bliss=4.29, Synergy_Loewe=-9.54, Synergy_HSA=2.23. Cell line: DU-145. Drug 2: C1=NNC2=C1C(=O)NC=N2. (5) Drug 1: CCC1(CC2CC(C3=C(CCN(C2)C1)C4=CC=CC=C4N3)(C5=C(C=C6C(=C5)C78CCN9C7C(C=CC9)(C(C(C8N6C=O)(C(=O)OC)O)OC(=O)C)CC)OC)C(=O)OC)O.OS(=O)(=O)O. Drug 2: C1CN1C2=NC(=NC(=N2)N3CC3)N4CC4. Cell line: SK-MEL-5. Synergy scores: CSS=45.5, Synergy_ZIP=-1.11, Synergy_Bliss=0.206, Synergy_Loewe=2.90, Synergy_HSA=3.13.